From a dataset of Reaction yield outcomes from USPTO patents with 853,638 reactions. Predict the reaction yield, written as a fraction of the theoretical maximum amount of product (1.0 means a 100% yield; for example, 0.34 means a 34% yield). (1) The reactants are [F:1][C:2]1[CH:3]=[C:4]2[C:8](=[CH:9][CH:10]=1)[NH:7][CH:6]=[CH:5]2.[CH:11]([C:13]([CH3:15])=[O:14])=[CH2:12]. The catalyst is CC#N.C(S([O-])(=O)=O)(F)(F)F.C(S([O-])(=O)=O)(F)(F)F.C(S([O-])(=O)=O)(F)(F)F.[Sc+3]. The product is [F:1][C:2]1[CH:3]=[C:4]2[C:8](=[CH:9][CH:10]=1)[NH:7][CH:6]=[C:5]2[CH2:12][CH2:11][C:13](=[O:14])[CH3:15]. The yield is 0.700. (2) The reactants are [CH:1]1([NH2:4])[CH2:3][CH2:2]1.[Cl:5][C:6]1[CH:7]=[C:8]([CH:12]=[CH:13][C:14]=1[F:15])[C:9](O)=[O:10]. No catalyst specified. The product is [Cl:5][C:6]1[CH:7]=[C:8]([CH:12]=[CH:13][C:14]=1[F:15])[C:9]([NH:4][CH:1]1[CH2:3][CH2:2]1)=[O:10]. The yield is 0.890.